Dataset: NCI-60 drug combinations with 297,098 pairs across 59 cell lines. Task: Regression. Given two drug SMILES strings and cell line genomic features, predict the synergy score measuring deviation from expected non-interaction effect. (1) Drug 1: CC1=CC=C(C=C1)C2=CC(=NN2C3=CC=C(C=C3)S(=O)(=O)N)C(F)(F)F. Drug 2: C1CN(CCN1C(=O)CCBr)C(=O)CCBr. Cell line: MOLT-4. Synergy scores: CSS=56.3, Synergy_ZIP=0.247, Synergy_Bliss=1.51, Synergy_Loewe=-8.90, Synergy_HSA=2.45. (2) Drug 2: C1CCC(C(C1)N)N.C(=O)(C(=O)[O-])[O-].[Pt+4]. Cell line: KM12. Drug 1: C1CNP(=O)(OC1)N(CCCl)CCCl. Synergy scores: CSS=0.549, Synergy_ZIP=2.12, Synergy_Bliss=8.40, Synergy_Loewe=-25.0, Synergy_HSA=-6.06. (3) Drug 1: C1=CN(C(=O)N=C1N)C2C(C(C(O2)CO)O)O.Cl. Drug 2: CN1C2=C(C=C(C=C2)N(CCCl)CCCl)N=C1CCCC(=O)O.Cl. Cell line: SK-MEL-5. Synergy scores: CSS=28.0, Synergy_ZIP=-6.20, Synergy_Bliss=-7.35, Synergy_Loewe=-7.23, Synergy_HSA=-3.97. (4) Cell line: NCI-H460. Synergy scores: CSS=47.4, Synergy_ZIP=-2.19, Synergy_Bliss=-2.69, Synergy_Loewe=-1.67, Synergy_HSA=1.75. Drug 1: CCC1=C2CN3C(=CC4=C(C3=O)COC(=O)C4(CC)O)C2=NC5=C1C=C(C=C5)O. Drug 2: CC1C(C(CC(O1)OC2CC(CC3=C2C(=C4C(=C3O)C(=O)C5=C(C4=O)C(=CC=C5)OC)O)(C(=O)CO)O)N)O.Cl.